From a dataset of Cav3 T-type calcium channel HTS with 100,875 compounds. Binary Classification. Given a drug SMILES string, predict its activity (active/inactive) in a high-throughput screening assay against a specified biological target. (1) The compound is s1c2c(CCCCC2)c2c1n(CCN(C)C)c(=O)n(c2=O)Cc1occc1. The result is 0 (inactive). (2) The molecule is s1c(c2[n+](=O)c3CCCCCc3n([O-])c2C)ccc1. The result is 0 (inactive).